Dataset: Forward reaction prediction with 1.9M reactions from USPTO patents (1976-2016). Task: Predict the product of the given reaction. (1) Given the reactants Cl[C:2]1[N:7]=[C:6]([NH:8][CH:9]2[CH2:23][CH:12]3[CH2:13][N:14]([C:16]([O:18][C:19]([CH3:22])([CH3:21])[CH3:20])=[O:17])[CH2:15][CH:11]3[CH2:10]2)[C:5]([Cl:24])=[CH:4][N:3]=1.Cl.[CH:26]1([C:29]2[NH:33][N:32]=[C:31]([NH2:34])[CH:30]=2)[CH2:28][CH2:27]1.C1C=CC(P(C2C(C3C(P(C4C=CC=CC=4)C4C=CC=CC=4)=CC=C4C=3C=CC=C4)=C3C(C=CC=C3)=CC=2)C2C=CC=CC=2)=CC=1.C([O-])([O-])=O.[Cs+].[Cs+], predict the reaction product. The product is: [Cl:24][C:5]1[C:6]([NH:8][CH:9]2[CH2:23][CH:12]3[CH2:13][N:14]([C:16]([O:18][C:19]([CH3:22])([CH3:21])[CH3:20])=[O:17])[CH2:15][CH:11]3[CH2:10]2)=[N:7][C:2]([NH:34][C:31]2[CH:30]=[C:29]([CH:26]3[CH2:28][CH2:27]3)[NH:33][N:32]=2)=[N:3][CH:4]=1. (2) Given the reactants [CH2:1]([N:3]([CH2:6][CH3:7])[CH2:4][CH3:5])[CH3:2].Cl.[F:9][C:10]([F:25])([S:21]([O-:24])(=[O:23])=[O:22])[C:11]([F:20])([F:19])[C:12]([F:18])([F:17])[C:13]([F:16])([F:15])[F:14].[Na+].ClCCl, predict the reaction product. The product is: [F:25][C:10]([F:9])([S:21]([O-:24])(=[O:23])=[O:22])[C:11]([F:19])([F:20])[C:12]([F:18])([F:17])[C:13]([F:16])([F:15])[F:14].[CH2:1]([NH+:3]([CH2:6][CH3:7])[CH2:4][CH3:5])[CH3:2]. (3) Given the reactants [Cl:1][C:2]1[C:3]([CH3:31])=[C:4]([N:8]([S:21]([C:24]2[CH:29]=[CH:28][C:27]([CH3:30])=[CH:26][CH:25]=2)(=[O:23])=[O:22])[CH2:9][C:10]([NH:12][CH2:13][C:14]2[CH:19]=[CH:18][C:17]([OH:20])=[CH:16][CH:15]=2)=[O:11])[CH:5]=[CH:6][CH:7]=1.C(=O)([O-])[O-].[K+].[K+].Br[CH2:39][C:40]([O:42][CH2:43][CH3:44])=[O:41].O, predict the reaction product. The product is: [Cl:1][C:2]1[C:3]([CH3:31])=[C:4]([N:8]([S:21]([C:24]2[CH:25]=[CH:26][C:27]([CH3:30])=[CH:28][CH:29]=2)(=[O:22])=[O:23])[CH2:9][C:10]([NH:12][CH2:13][C:14]2[CH:19]=[CH:18][C:17]([O:20][CH2:39][C:40]([O:42][CH2:43][CH3:44])=[O:41])=[CH:16][CH:15]=2)=[O:11])[CH:5]=[CH:6][CH:7]=1. (4) Given the reactants [Cl:1][C:2]1[CH:3]=[C:4]([CH:7]=[CH:8][C:9]=1[OH:10])[CH:5]=[O:6].I[CH2:12][C:13]([CH3:16])([CH3:15])[CH3:14].C(=O)([O-])[O-].[Cs+].[Cs+].O, predict the reaction product. The product is: [Cl:1][C:2]1[CH:3]=[C:4]([CH:7]=[CH:8][C:9]=1[O:10][CH2:12][C:13]([CH3:16])([CH3:15])[CH3:14])[CH:5]=[O:6]. (5) Given the reactants Cl.C([N:9]1[CH2:14][CH2:13][C:12]([NH:17][S:18]([C:21]2[S:22][C:23]([Cl:26])=[CH:24][CH:25]=2)(=[O:20])=[O:19])([CH2:15][OH:16])[CH2:11][CH2:10]1)(OC(C)(C)C)=O.CCOC(C)=O.CCCCCC, predict the reaction product. The product is: [OH:16][CH2:15][C:12]1([NH:17][S:18]([C:21]2[S:22][C:23]([Cl:26])=[CH:24][CH:25]=2)(=[O:19])=[O:20])[CH2:11][CH2:10][NH:9][CH2:14][CH2:13]1. (6) Given the reactants [Cl:1][C:2]1[CH:7]=[C:6]([Cl:8])[N:5]=[C:4]([N:9]2[CH2:14][CH2:13][O:12][CH2:11][CH2:10]2)[N:3]=1.C([Li])CCC.[O:20]1[CH2:24][CH2:23]OS1(=O)=O.Cl, predict the reaction product. The product is: [Cl:8][C:6]1[C:7]([CH2:23][CH2:24][OH:20])=[C:2]([Cl:1])[N:3]=[C:4]([N:9]2[CH2:14][CH2:13][O:12][CH2:11][CH2:10]2)[N:5]=1. (7) Given the reactants [CH2:1]([N:3]1[C:11]2[C:6](=[CH:7][C:8]([N+:12]([O-])=O)=[CH:9][CH:10]=2)[C:5](=[O:15])[NH:4]1)[CH3:2].[CH3:16][O:17][CH2:18][C:19]1[O:23][C:22]([C:24]2[CH:29]=[CH:28][CH:27]=[CH:26][CH:25]=2)=[N:21][C:20]=1[C:30](O)=[O:31].C(N1C2C(=CC(NC(C3C(C)=NN(C4C=CC=CC=4)N=3)=O)=CC=2)C(=O)N1)C.C1COCC1, predict the reaction product. The product is: [CH2:1]([N:3]1[C:11]2[C:6](=[CH:7][C:8]([NH:12][C:30]([C:20]3[N:21]=[C:22]([C:24]4[CH:29]=[CH:28][CH:27]=[CH:26][CH:25]=4)[O:23][C:19]=3[CH2:18][O:17][CH3:16])=[O:31])=[CH:9][CH:10]=2)[C:5](=[O:15])[NH:4]1)[CH3:2].